From a dataset of Full USPTO retrosynthesis dataset with 1.9M reactions from patents (1976-2016). Predict the reactants needed to synthesize the given product. Given the product [CH:10]1([S:9][C:4]2[C:3]([CH2:2][O:27][C:23]3[C:22]([F:28])=[CH:21][C:20]([CH2:19][CH2:18][C:17]([OH:29])=[O:16])=[CH:25][C:24]=3[F:26])=[CH:8][CH:7]=[CH:6][N:5]=2)[CH2:13][CH2:12][CH2:11]1, predict the reactants needed to synthesize it. The reactants are: Cl[CH2:2][C:3]1[C:4]([S:9][CH:10]2[CH2:13][CH2:12][CH2:11]2)=[N:5][CH:6]=[CH:7][CH:8]=1.C([O:16][C:17](=[O:29])[CH2:18][CH2:19][C:20]1[CH:25]=[C:24]([F:26])[C:23]([OH:27])=[C:22]([F:28])[CH:21]=1)C.